This data is from NCI-60 drug combinations with 297,098 pairs across 59 cell lines. The task is: Regression. Given two drug SMILES strings and cell line genomic features, predict the synergy score measuring deviation from expected non-interaction effect. (1) Drug 1: C1CC(=O)NC(=O)C1N2CC3=C(C2=O)C=CC=C3N. Drug 2: CS(=O)(=O)OCCCCOS(=O)(=O)C. Cell line: M14. Synergy scores: CSS=-2.88, Synergy_ZIP=2.32, Synergy_Bliss=1.62, Synergy_Loewe=-2.52, Synergy_HSA=-3.33. (2) Drug 1: C1CC(=O)NC(=O)C1N2CC3=C(C2=O)C=CC=C3N. Drug 2: C1C(C(OC1N2C=NC3=C2NC=NCC3O)CO)O. Cell line: A498. Synergy scores: CSS=-0.825, Synergy_ZIP=-1.87, Synergy_Bliss=-4.05, Synergy_Loewe=-4.69, Synergy_HSA=-4.69. (3) Drug 1: CCC1(CC2CC(C3=C(CCN(C2)C1)C4=CC=CC=C4N3)(C5=C(C=C6C(=C5)C78CCN9C7C(C=CC9)(C(C(C8N6C=O)(C(=O)OC)O)OC(=O)C)CC)OC)C(=O)OC)O.OS(=O)(=O)O. Drug 2: C1=NC2=C(N=C(N=C2N1C3C(C(C(O3)CO)O)O)F)N. Cell line: SF-268. Synergy scores: CSS=16.0, Synergy_ZIP=1.80, Synergy_Bliss=6.55, Synergy_Loewe=-26.6, Synergy_HSA=4.63. (4) Drug 1: C1CCN(CC1)CCOC2=CC=C(C=C2)C(=O)C3=C(SC4=C3C=CC(=C4)O)C5=CC=C(C=C5)O. Drug 2: C1CCC(C(C1)N)N.C(=O)(C(=O)[O-])[O-].[Pt+4]. Cell line: CAKI-1. Synergy scores: CSS=26.5, Synergy_ZIP=-5.10, Synergy_Bliss=-2.77, Synergy_Loewe=-12.5, Synergy_HSA=-1.66. (5) Drug 1: C1CCN(CC1)CCOC2=CC=C(C=C2)C(=O)C3=C(SC4=C3C=CC(=C4)O)C5=CC=C(C=C5)O. Drug 2: C1CC(=O)NC(=O)C1N2C(=O)C3=CC=CC=C3C2=O. Cell line: OVCAR-5. Synergy scores: CSS=3.62, Synergy_ZIP=0.865, Synergy_Bliss=3.71, Synergy_Loewe=1.58, Synergy_HSA=1.60.